From a dataset of M1 muscarinic receptor antagonist screen with 61,756 compounds. Binary Classification. Given a drug SMILES string, predict its activity (active/inactive) in a high-throughput screening assay against a specified biological target. (1) The drug is s1c(Cn2nnnc2C(N2CCN(CC2)Cc2c(OC)cccc2)CC(C)C)ccc1. The result is 1 (active). (2) The molecule is O=C1N(C(N2C1CCC2)c1c(OCC)cccc1)c1ccc(OC)cc1. The result is 0 (inactive). (3) The molecule is Clc1c(OCc2oc(N3CCN(CC3)c3ccc(OC)cc3)c(n2)C#N)ccc(Cl)c1. The result is 0 (inactive). (4) The compound is Fc1ccc(Cn2c(nc3n(c(=O)n(c(=O)c23)C)C)CN2CCN(CC2)Cc2ccccc2)cc1. The result is 0 (inactive).